Dataset: Reaction yield outcomes from USPTO patents with 853,638 reactions. Task: Predict the reaction yield, written as a fraction of the theoretical maximum amount of product (1.0 means a 100% yield; for example, 0.34 means a 34% yield). (1) The reactants are [CH:1]1([CH:7]=[O:8])[CH2:6][CH2:5][CH2:4][CH2:3][CH2:2]1.[CH3:9]C([O-])(C)C.[K+].IC.C(OC(N[C@H](C1(C)CCCCC1)C(O)=O)=O)(C)(C)C. The catalyst is C(Cl)Cl. The product is [CH3:9][C:1]1([CH:7]=[O:8])[CH2:6][CH2:5][CH2:4][CH2:3][CH2:2]1. The yield is 0.760. (2) The reactants are [C:1]([O:8][C:9]([O:11][C:12]([CH3:15])([CH3:14])[CH3:13])=[O:10])(OC(C)(C)C)=O.OC1[CH:26]=[C:25]2[C:20]([CH:21]=[CH:22][CH:23]=[N:24]2)=[CH:19][CH:18]=1. The catalyst is CN(C)C1C=CN=CC=1.CN(C)C=O.CCOC(C)=O. The product is [C:9](=[O:10])([O:8][C:1]1[CH:26]=[C:25]2[C:20]([CH:21]=[CH:22][CH:23]=[N:24]2)=[CH:19][CH:18]=1)[O:11][C:12]([CH3:13])([CH3:14])[CH3:15]. The yield is 0.970.